This data is from Forward reaction prediction with 1.9M reactions from USPTO patents (1976-2016). The task is: Predict the product of the given reaction. (1) Given the reactants Br[C:2]1[CH:3]=[CH:4][C:5]([CH3:8])=[N:6][CH:7]=1.C([Mg]Cl)(C)C.[Li+].[Cl-].[Cl:16][C:17]1[C:26]([C:27]2[CH:32]=[CH:31][CH:30]=[CH:29][CH:28]=2)=[C:25]([Cl:33])[C:24]2[C:19](=[C:20]([CH3:36])[CH:21]=[C:22]([CH:34]=[O:35])[CH:23]=2)[N:18]=1, predict the reaction product. The product is: [Cl:16][C:17]1[C:26]([C:27]2[CH:32]=[CH:31][CH:30]=[CH:29][CH:28]=2)=[C:25]([Cl:33])[C:24]2[C:19](=[C:20]([CH3:36])[CH:21]=[C:22]([C:34]([C:2]3[CH:7]=[N:6][C:5]([CH3:8])=[CH:4][CH:3]=3)=[O:35])[CH:23]=2)[N:18]=1. (2) Given the reactants [CH3:1][C:2]1[CH:3]=[C:4]([O:20][C:21]2[CH:22]=[N:23][C:24]([S:27]([CH3:30])(=[O:29])=[O:28])=[CH:25][CH:26]=2)[CH:5]=[C:6]2[C:10]=1[NH:9][C:8]([C:11]1[S:12][CH:13]([CH2:16][C:17]([OH:19])=O)[CH2:14][N:15]=1)=[CH:7]2.[NH2:31][CH2:32][C@@H:33]([OH:35])[CH3:34].ON1C2C=CC=CC=2N=N1.Cl.C(N=C=NCCCN(C)C)C, predict the reaction product. The product is: [OH:35][C@@H:33]([CH3:34])[CH2:32][NH:31][C:17](=[O:19])[CH2:16][CH:13]1[S:12][C:11]([C:8]2[NH:9][C:10]3[C:6]([CH:7]=2)=[CH:5][C:4]([O:20][C:21]2[CH:22]=[N:23][C:24]([S:27]([CH3:30])(=[O:29])=[O:28])=[CH:25][CH:26]=2)=[CH:3][C:2]=3[CH3:1])=[N:15][CH2:14]1. (3) The product is: [Br:1][C:2]1[CH:7]=[C:6]([CH:5]=[C:4]([Br:11])[C:3]=1[F:12])[NH2:8]. Given the reactants [Br:1][C:2]1[CH:7]=[C:6]([N+:8]([O-])=O)[CH:5]=[C:4]([Br:11])[C:3]=1[F:12], predict the reaction product. (4) Given the reactants N1C2C(=CC=CC=2)C=C1.[NH2:10][C:11]1[CH:16]=[CH:15][C:14]([CH2:17][C:18]([O:20][CH2:21][CH3:22])=[O:19])=[CH:13][CH:12]=1.[I:23]Cl, predict the reaction product. The product is: [NH2:10][C:11]1[CH:12]=[CH:13][C:14]([CH2:17][C:18]([O:20][CH2:21][CH3:22])=[O:19])=[CH:15][C:16]=1[I:23].